Task: Regression. Given a peptide amino acid sequence and an MHC pseudo amino acid sequence, predict their binding affinity value. This is MHC class I binding data.. Dataset: Peptide-MHC class I binding affinity with 185,985 pairs from IEDB/IMGT (1) The peptide sequence is AFASLQDML. The MHC is HLA-B35:01 with pseudo-sequence HLA-B35:01. The binding affinity (normalized) is 0.0847. (2) The peptide sequence is PVIVPDIKL. The MHC is HLA-A68:02 with pseudo-sequence HLA-A68:02. The binding affinity (normalized) is 0.0476. (3) The peptide sequence is VTSSGAIYK. The MHC is HLA-A31:01 with pseudo-sequence HLA-A31:01. The binding affinity (normalized) is 0.196. (4) The peptide sequence is ESEVDDPAM. The MHC is HLA-A02:19 with pseudo-sequence HLA-A02:19. The binding affinity (normalized) is 0.0847. (5) The peptide sequence is VSLDYINTM. The MHC is H-2-Kb with pseudo-sequence H-2-Kb. The binding affinity (normalized) is 1.00.